Predict the reactants needed to synthesize the given product. From a dataset of Full USPTO retrosynthesis dataset with 1.9M reactions from patents (1976-2016). Given the product [N:1]1([S:11]([C:14]2[CH:15]=[C:16]([N:20]3[C:29](=[O:30])[C:28]4[C:23](=[CH:24][CH:25]=[CH:26][C:27]=4[CH2:31][C:32]([NH2:37])=[O:33])[NH:22][C:21]3=[O:35])[CH:17]=[CH:18][CH:19]=2)(=[O:12])=[O:13])[C:10]2[C:5](=[CH:6][CH:7]=[CH:8][CH:9]=2)[CH2:4][CH2:3][CH2:2]1, predict the reactants needed to synthesize it. The reactants are: [N:1]1([S:11]([C:14]2[CH:15]=[C:16]([N:20]3[C:29](=[O:30])[C:28]4[C:23](=[CH:24][CH:25]=[CH:26][C:27]=4[CH2:31][C:32](O)=[O:33])[NH:22][C:21]3=[O:35])[CH:17]=[CH:18][CH:19]=2)(=[O:13])=[O:12])[C:10]2[C:5](=[CH:6][CH:7]=[CH:8][CH:9]=2)[CH2:4][CH2:3][CH2:2]1.O[N:37]1C2C=CC=CC=2N=N1.[Cl-].[NH4+].Cl.C(N=C=NCCCN(C)C)C.